This data is from Forward reaction prediction with 1.9M reactions from USPTO patents (1976-2016). The task is: Predict the product of the given reaction. (1) Given the reactants Cl[C:2]1[C:11]2[C:6](=[C:7]([C:12]3[C:17]([CH3:18])=[CH:16][C:15]([CH3:19])=[CH:14][C:13]=3[CH3:20])[CH:8]=[CH:9][N:10]=2)[N:5]=[C:4]([CH3:21])[C:3]=1[CH2:22][CH2:23]Cl, predict the reaction product. The product is: [CH2:7]([CH:6]([N:5]1[C:2]2[C:11]3[N:10]=[CH:9][CH:8]=[C:7]([C:12]4[C:17]([CH3:18])=[CH:16][C:15]([CH3:19])=[CH:14][C:13]=4[CH3:20])[C:6]=3[N:5]=[C:4]([CH3:21])[C:3]=2[CH2:22][CH2:23]1)[CH2:11][CH3:2])[CH3:8]. (2) Given the reactants [Cl:1][C:2]1[CH:3]=[CH:4][C:5]([NH:8][C:9]([CH2:11][N:12]2[C:16]([C:17]([OH:19])=O)=[CH:15][C:14]([O:20][CH2:21][CH2:22][O:23][CH2:24][CH2:25][O:26][CH3:27])=[N:13]2)=[O:10])=[N:6][CH:7]=1.Cl.[CH:29]([N:32]1[CH2:37][CH2:36][CH:35]([NH2:38])[CH2:34][CH2:33]1)([CH3:31])[CH3:30].C1N(P(Cl)(N2C(=O)OCC2)=O)C(=O)OC1, predict the reaction product. The product is: [CH:29]([N:32]1[CH2:37][CH2:36][CH:35]([NH:38][C:17]([C:16]2[N:12]([CH2:11][C:9](=[O:10])[NH:8][C:5]3[CH:4]=[CH:3][C:2]([Cl:1])=[CH:7][N:6]=3)[N:13]=[C:14]([O:20][CH2:21][CH2:22][O:23][CH2:24][CH2:25][O:26][CH3:27])[CH:15]=2)=[O:19])[CH2:34][CH2:33]1)([CH3:31])[CH3:30]. (3) Given the reactants [CH:1]1([Mg]Br)[CH2:6][CH2:5][CH2:4][CH2:3][CH2:2]1.[Cl:9][C:10]1[N:18]=[C:17]2[C:13]([N:14]([CH2:31][C@H:32]3[CH2:37][CH2:36][C@H:35]([CH3:38])[CH2:34][CH2:33]3)[C:15]([N:19]3[CH2:24][CH2:23][O:22][CH2:21][C@H:20]3[C:25]3[CH:30]=[CH:29][CH:28]=[CH:27][CH:26]=3)=[N:16]2)=[C:12](Cl)[N:11]=1, predict the reaction product. The product is: [Cl:9][C:10]1[N:18]=[C:17]2[C:13]([N:14]([CH2:31][C@H:32]3[CH2:37][CH2:36][C@H:35]([CH3:38])[CH2:34][CH2:33]3)[C:15]([N:19]3[CH2:24][CH2:23][O:22][CH2:21][C@H:20]3[C:25]3[CH:30]=[CH:29][CH:28]=[CH:27][CH:26]=3)=[N:16]2)=[C:12]([CH:1]2[CH2:6][CH2:5][CH2:4][CH2:3][CH2:2]2)[N:11]=1.